This data is from Forward reaction prediction with 1.9M reactions from USPTO patents (1976-2016). The task is: Predict the product of the given reaction. (1) Given the reactants CN(C(ON1N=NC2C=CC=CC1=2)=[N+](C)C)C.[B-](F)(F)(F)F.[C@@H:23]12[CH2:28][C@@H:27]1[CH2:26][NH:25][C@@H:24]2[CH2:29][NH:30][C:31]([C:33]1[N:40]2[C:36]([S:37][CH:38]=[CH:39]2)=[N:35][C:34]=1[CH3:41])=[O:32].[C:42]1([CH3:56])[CH:47]=[CH:46][CH:45]=[C:44]([C:48]2[S:52][CH:51]=[N:50][C:49]=2[C:53](O)=[O:54])[CH:43]=1.CCN(C(C)C)C(C)C, predict the reaction product. The product is: [C:42]1([CH3:56])[CH:47]=[CH:46][CH:45]=[C:44]([C:48]2[S:52][CH:51]=[N:50][C:49]=2[C:53]([N:25]2[CH2:26][C@@H:27]3[C@@H:23]([CH2:28]3)[C@H:24]2[CH2:29][NH:30][C:31]([C:33]2[N:40]3[C:36]([S:37][CH:38]=[CH:39]3)=[N:35][C:34]=2[CH3:41])=[O:32])=[O:54])[CH:43]=1. (2) Given the reactants [CH:1]([C:4]1[C:9]([O:10][CH3:11])=[CH:8][C:7](N)=[CH:6][C:5]=1[O:13][CH3:14])([CH3:3])[CH3:2].N([O-])=O.[Na+].[I-:19].[K+], predict the reaction product. The product is: [I:19][C:7]1[CH:6]=[C:5]([O:13][CH3:14])[C:4]([CH:1]([CH3:3])[CH3:2])=[C:9]([O:10][CH3:11])[CH:8]=1. (3) The product is: [Cl:14][C:15]1[C:20]([S:21]([N:11]2[CH2:12][CH2:13][CH:8]([N:5]3[CH2:6][CH2:7][CH:2]([CH3:1])[CH2:3][CH2:4]3)[CH2:9][CH2:10]2)(=[O:23])=[O:22])=[CH:19][CH:18]=[CH:17][N:16]=1. Given the reactants [CH3:1][CH:2]1[CH2:7][CH2:6][N:5]([CH:8]2[CH2:13][CH2:12][NH:11][CH2:10][CH2:9]2)[CH2:4][CH2:3]1.[Cl:14][C:15]1[C:20]([S:21](Cl)(=[O:23])=[O:22])=[CH:19][CH:18]=[CH:17][N:16]=1, predict the reaction product. (4) Given the reactants [F:1][C:2]1[C:15]2[C:14](=O)[C:13]3[C:8](=[CH:9][CH:10]=[CH:11][CH:12]=3)[S:7][C:6]=2[C:5]([OH:17])=[CH:4][CH:3]=1.[S:18](O[S:18]([C:21]([F:24])([F:23])[F:22])(=[O:20])=[O:19])([C:21]([F:24])([F:23])[F:22])(=[O:20])=[O:19], predict the reaction product. The product is: [F:22][C:21]([F:24])([F:23])[S:18]([O:17][C:5]1[C:6]2[S:7][C:8]3[C:13](=[CH:12][CH:11]=[CH:10][CH:9]=3)[CH2:14][C:15]=2[C:2]([F:1])=[CH:3][CH:4]=1)(=[O:20])=[O:19]. (5) Given the reactants [C:1]1([S:7]([N:10]2[C:14]3=[N:15][CH:16]=[C:17]([F:19])[CH:18]=[C:13]3[CH:12]=[C:11]2[C:20](=[O:27])[CH2:21][CH:22]2[CH2:26][CH2:25][CH2:24][CH2:23]2)(=[O:9])=[O:8])[CH:6]=[CH:5][CH:4]=[CH:3][CH:2]=1.C[Si]([N-][Si](C)(C)C)(C)C.[Li+].[C:38]1([CH3:58])[CH:43]=[CH:42][C:41]([S:44](O[S:44]([C:41]2[CH:42]=[CH:43][C:38]([CH3:58])=[CH:39][CH:40]=2)(=[O:46])=[O:45])(=[O:46])=[O:45])=[CH:40][CH:39]=1, predict the reaction product. The product is: [C:1]1([S:7]([N:10]2[C:14]3=[N:15][CH:16]=[C:17]([F:19])[CH:18]=[C:13]3[CH:12]=[C:11]2[C:20]([O:27][S:44]([C:41]2[CH:42]=[CH:43][C:38]([CH3:58])=[CH:39][CH:40]=2)(=[O:46])=[O:45])=[CH:21][CH:22]2[CH2:23][CH2:24][CH2:25][CH2:26]2)(=[O:9])=[O:8])[CH:2]=[CH:3][CH:4]=[CH:5][CH:6]=1. (6) Given the reactants [CH3:1][CH2:2][C@@H:3]([C@@H:5]1[NH:34][C:32](=[O:33])[CH2:31][NH:30][C:28](=[O:29])[C@H:27]2[NH:35][C:36]([C@H:38]([C@H:58]([C@@H:60]([OH:63])[CH2:61][OH:62])[CH3:59])[NH:39][C:40]([C@H:42]3[N:46]([C:47]([C@H:49]([CH2:53][C:54]([NH2:56])=[O:55])[NH:50][C:51](=[O:52])[C@@H:13]([CH2:14][S+:15]([O-:64])[C:16]4[NH:24][C:23]5[CH:22]=[C:21]([OH:25])[CH:20]=[CH:19][C:18]=5[C:17]=4[CH2:26]2)[NH:12][C:10](=[O:11])[CH2:9][NH:8][C:6]1=[O:7])=[O:48])[CH2:45][C@H:44]([OH:57])[CH2:43]3)=[O:41])=[O:37])[CH3:4].[C:65]([O-:73])(=[O:72])[CH2:66][CH2:67][CH2:68][C:69]([O-:71])=[O:70].[OH:74][N:75]1[C:79](=[O:80])[CH2:78][CH2:77][C:76]1=[O:81].C1([N:88]=C=NC2CCCCC2)CCCCC1, predict the reaction product. The product is: [CH3:1][CH2:2][C@@H:3]([C@@H:5]1[NH:34][C:32](=[O:33])[CH2:31][NH:30][C:28](=[O:29])[C@H:27]2[NH:35][C:36]([C@H:38]([C@H:58]([C@@H:60]([OH:63])[CH2:61][OH:62])[CH3:59])[NH:39][C:40]([C@H:42]3[N:46]([C:47]([C@H:49]([CH2:53][C:54]([NH2:56])=[O:55])[NH:50][C:51](=[O:52])[C@@H:13]([CH2:14][S+:15]([O-:64])[C:16]4[NH:24][C:23]5[CH:22]=[C:21]([OH:25])[CH:20]=[CH:19][C:18]=5[C:17]=4[CH2:26]2)[NH:12][C:10](=[O:11])[CH2:9][NH:8][C:6]1=[O:7])=[O:48])[CH2:45][C@H:44]([OH:57])[CH2:43]3)=[O:41])=[O:37])[CH3:4].[OH:74][N:75]=[C:76]([OH:81])[CH2:77][CH2:78][C:79](=[NH:88])[OH:80].[C:65]([OH:73])(=[O:72])[CH2:66][CH2:67][CH2:68][C:69]([OH:71])=[O:70].